This data is from Orexin1 receptor HTS with 218,158 compounds and 233 confirmed actives. The task is: Binary Classification. Given a drug SMILES string, predict its activity (active/inactive) in a high-throughput screening assay against a specified biological target. (1) The molecule is s1c2c3c(n(c(=O)c2cc1C(=O)N(c1c(OC)cc(OC)cc1)C)CC)cccc3. The result is 0 (inactive). (2) The drug is O1CCN(CC1)c1c(OCC)cc(NC(=O)c2[nH]c(c(c2C)C(OCC)=O)C)c(OCC)c1. The result is 0 (inactive).